From a dataset of Reaction yield outcomes from USPTO patents with 853,638 reactions. Predict the reaction yield, written as a fraction of the theoretical maximum amount of product (1.0 means a 100% yield; for example, 0.34 means a 34% yield). The reactants are Cl[C:2]1[N:7]=[C:6]([N:8]2[CH2:13][CH2:12][O:11][CH2:10][C@@H:9]2[CH3:14])[N:5]=[C:4]([N:15]2[CH2:20][CH2:19][O:18][CH2:17][CH2:16]2)[N:3]=1.C(=O)([O-])[O-].[Na+].[Na+].[NH2:27][C:28]1[CH:33]=[CH:32][C:31](B2OC(C)(C)C(C)(C)O2)=[CH:30][CH:29]=1. The catalyst is COCCOC.C1(P(C2C=CC=CC=2)C2C=CC=CC=2)C=CC=CC=1.[Pd].[Pd].[Pd].[Pd]. The product is [CH3:14][C@H:9]1[CH2:10][O:11][CH2:12][CH2:13][N:8]1[C:6]1[N:5]=[C:4]([N:15]2[CH2:20][CH2:19][O:18][CH2:17][CH2:16]2)[N:3]=[C:2]([C:31]2[CH:32]=[CH:33][C:28]([NH2:27])=[CH:29][CH:30]=2)[N:7]=1. The yield is 0.710.